Task: Predict the product of the given reaction.. Dataset: Forward reaction prediction with 1.9M reactions from USPTO patents (1976-2016) (1) The product is: [NH2:18][C:14]1[CH:13]=[CH:12][CH:11]=[C:10]2[C:15]=1[CH:16]=[CH:17][N:8]([C@H:6]([CH3:7])[C:5]([NH:4][CH:1]1[CH2:3][CH2:2]1)=[O:22])[C:9]2=[O:21]. Given the reactants [CH:1]1([NH:4][C:5](=[O:22])[C@H:6]([N:8]2[CH:17]=[CH:16][C:15]3[C:10](=[CH:11][CH:12]=[CH:13][C:14]=3[N+:18]([O-])=O)[C:9]2=[O:21])[CH3:7])[CH2:3][CH2:2]1.CO, predict the reaction product. (2) Given the reactants [O:1]=[C:2]1[C:11]2[C:10]([C:12]([O:14][CH3:15])=[O:13])=[CH:9][CH:8]=[CH:7][C:6]=2[N:5]=[C:4]([C:16](OCC)=[O:17])[NH:3]1.[BH4-].[Na+], predict the reaction product. The product is: [OH:17][CH2:16][C:4]1[NH:3][C:2](=[O:1])[C:11]2[C:10]([C:12]([O:14][CH3:15])=[O:13])=[CH:9][CH:8]=[CH:7][C:6]=2[N:5]=1. (3) Given the reactants [CH3:1][C@@H:2]1[CH2:6][S:5](=[O:8])(=[O:7])[NH:4][CH2:3]1.Br[C:10]1[CH:15]=[CH:14][C:13]([C:16]([N:18]2[CH2:23][CH2:22][N:21]([C:24]3[C:29]([CH3:30])=[CH:28][C:27]([CH:31]4[CH2:33][CH2:32]4)=[CH:26][N:25]=3)[CH2:20][CH2:19]2)=[O:17])=[C:12]([S:34]([CH3:37])(=[O:36])=[O:35])[CH:11]=1, predict the reaction product. The product is: [CH:31]1([C:27]2[CH:28]=[C:29]([CH3:30])[C:24]([N:21]3[CH2:22][CH2:23][N:18]([C:16]([C:13]4[CH:14]=[CH:15][C:10]([N:4]5[CH2:3][C@H:2]([CH3:1])[CH2:6][S:5]5(=[O:8])=[O:7])=[CH:11][C:12]=4[S:34]([CH3:37])(=[O:36])=[O:35])=[O:17])[CH2:19][CH2:20]3)=[N:25][CH:26]=2)[CH2:32][CH2:33]1.